This data is from Forward reaction prediction with 1.9M reactions from USPTO patents (1976-2016). The task is: Predict the product of the given reaction. (1) The product is: [NH2:12][C:7]1[CH:8]=[N:9][C:10]2[C:5]([C:6]=1[NH:15][NH:16][C:17]([O:19][C:20]([CH3:22])([CH3:21])[CH3:23])=[O:18])=[CH:4][CH:3]=[C:2]([Br:1])[CH:11]=2. Given the reactants [Br:1][C:2]1[CH:11]=[C:10]2[C:5]([C:6]([NH:15][NH:16][C:17]([O:19][C:20]([CH3:23])([CH3:22])[CH3:21])=[O:18])=[C:7]([N+:12]([O-])=O)[CH:8]=[N:9]2)=[CH:4][CH:3]=1, predict the reaction product. (2) Given the reactants C(OC(C1C(=O)N(CCC(C)C)N2C=CC=C2C=1O)=O)C.NC1C=CC(NS(C)(=O)=O)=CC=1S(N)(=O)=O.[CH3:38][S:39]([NH:42][C:43]1[CH:48]=[CH:47][C:46]([NH:49][C:50]([C:52]2[C:57](=[O:58])[N:56]([CH2:59][CH2:60][CH:61]([CH3:63])[CH3:62])[N:55]3[CH:64]=[CH:65][CH:66]=[C:54]3[C:53]=2[OH:67])=O)=[C:45]([S:68](=[O:71])(=[O:70])[NH2:69])[CH:44]=1)(=[O:41])=[O:40].N12CCCN=C1CCCCC2, predict the reaction product. The product is: [OH:67][C:53]1[C:54]2[N:55]([CH:64]=[CH:65][CH:66]=2)[N:56]([CH2:59][CH2:60][CH:61]([CH3:63])[CH3:62])[C:57](=[O:58])[C:52]=1[C:50]1[NH:49][C:46]2[CH:47]=[CH:48][C:43]([NH:42][S:39]([CH3:38])(=[O:41])=[O:40])=[CH:44][C:45]=2[S:68](=[O:71])(=[O:70])[N:69]=1. (3) Given the reactants [Cl:1][C:2]1[CH:3]=[CH:4][C:5]([CH3:11])=[C:6]([N:8]=[C:9]=[S:10])[CH:7]=1.[CH2:12]([NH:14][C:15]1[C:16]([CH3:22])=[N:17][N:18]([CH3:21])[C:19]=1[CH3:20])[CH3:13], predict the reaction product. The product is: [Cl:1][C:2]1[CH:3]=[CH:4][C:5]([CH3:11])=[C:6]([NH:8][C:9](=[S:10])[N:14]([CH2:12][CH3:13])[C:15]2[C:16]([CH3:22])=[N:17][N:18]([CH3:21])[C:19]=2[CH3:20])[CH:7]=1. (4) Given the reactants [CH:1]1([OH:7])[CH2:6][CH2:5][CH2:4][CH2:3][CH2:2]1.[H-].[Na+].F[C:11]1[C:16]([CH3:17])=[C:15]([I:18])[CH:14]=[CH:13][N:12]=1, predict the reaction product. The product is: [CH:1]1([O:7][C:11]2[C:16]([CH3:17])=[C:15]([I:18])[CH:14]=[CH:13][N:12]=2)[CH2:6][CH2:5][CH2:4][CH2:3][CH2:2]1. (5) Given the reactants FC(F)(F)C(O)=O.[NH2:8][C@H:9]([C:19]1[C:24]([C:25]2[CH:26]=[CH:27][C:28]([F:34])=[C:29]([CH:33]=2)[C:30]([NH2:32])=[O:31])=[CH:23][CH:22]=[CH:21][N:20]=1)[CH2:10][C:11]1[CH:16]=[C:15]([F:17])[CH:14]=[C:13]([F:18])[CH:12]=1.[CH2:35]([O:42][C@H:43]1[CH2:47][N:46]([C:48]([O:50][C:51]([CH3:54])([CH3:53])[CH3:52])=[O:49])[C@H:45]([C:55](O)=[O:56])[CH2:44]1)[C:36]1[CH:41]=[CH:40][CH:39]=[CH:38][CH:37]=1, predict the reaction product. The product is: [CH2:35]([O:42][C@H:43]1[CH2:47][N:46]([C:48]([O:50][C:51]([CH3:52])([CH3:53])[CH3:54])=[O:49])[C@H:45]([C:55](=[O:56])[NH:8][C@H:9]([C:19]2[C:24]([C:25]3[CH:26]=[CH:27][C:28]([F:34])=[C:29]([C:30](=[O:31])[NH2:32])[CH:33]=3)=[CH:23][CH:22]=[CH:21][N:20]=2)[CH2:10][C:11]2[CH:12]=[C:13]([F:18])[CH:14]=[C:15]([F:17])[CH:16]=2)[CH2:44]1)[C:36]1[CH:41]=[CH:40][CH:39]=[CH:38][CH:37]=1. (6) Given the reactants F[C:2]1[CH:7]=[C:6]([N:8]2[CH2:13][CH2:12][N:11]([CH:14]([C:16]3[CH:21]=[CH:20][C:19]([F:22])=[CH:18][CH:17]=3)[CH3:15])[CH2:10][CH2:9]2)[N:5]=[CH:4][N:3]=1.[CH:23]1[C:32]2[C:27](=[CH:28][CH:29]=[CH:30][C:31]=2[OH:33])[CH:26]=[CH:25][N:24]=1.C(=O)([O-])[O-].[Cs+].[Cs+].CS(C)=O, predict the reaction product. The product is: [F:22][C:19]1[CH:20]=[CH:21][C:16]([CH:14]([N:11]2[CH2:12][CH2:13][N:8]([C:6]3[N:5]=[CH:4][N:3]=[C:2]([O:33][C:31]4[CH:30]=[CH:29][CH:28]=[C:27]5[C:32]=4[CH:23]=[N:24][CH:25]=[CH:26]5)[CH:7]=3)[CH2:9][CH2:10]2)[CH3:15])=[CH:17][CH:18]=1.